Dataset: Forward reaction prediction with 1.9M reactions from USPTO patents (1976-2016). Task: Predict the product of the given reaction. (1) Given the reactants C(O[C:6]1[C:11](C[C:11]2[CH:10]=[C:9](C)[CH:8]=[C:7]([C:26](C)(C)[CH3:27])[C:6]=2O)=[CH:10][C:9](C)=[CH:8][C:7]=1[C:26](C)(C)[CH3:27])(=O)C=C.[CH2:96]([CH2:95][CH2:94]C(OCC(COC(=S)CCCCCC[CH2:94][CH2:95][CH2:96][CH2:97][CH2:98][CH2:99][CH2:100][CH3:101])(CO[C:94](=S)[CH2:95][CH2:96][CH2:97][CH2:98][CH2:99][CH2:100][CH2:101]CCCCCCC)CO[C:94](=S)[CH2:95][CH2:96][CH2:97][CH2:98][CH2:99][CH2:100][CH2:101]CCCCCCC)=S)[CH2:97][CH2:98][CH2:99][CH2:100][CH2:101]CCCCCC.[CH2:103]=[CH:104][C:105]1[CH:110]=CC=C[CH:106]=1.C=CC(=C)C, predict the reaction product. The product is: [CH2:27]=[CH:26][C:7]1[CH:8]=[CH:9][CH:10]=[CH:11][CH:6]=1.[CH2:103]=[CH:104][C:105](=[CH2:106])[CH3:110].[CH2:101]=[CH:100][C:99]1[CH:94]=[CH:95][CH:96]=[CH:97][CH:98]=1. (2) Given the reactants [C:1]([O:6][CH3:7])(=[O:5])[C@H:2]([CH3:4])[OH:3].C1(C)C=CC(S([O-])(=O)=O)=CC=1.[NH+]1C=CC=CC=1.ClC[C:27]([O:29][CH2:30]OC)=C.C(=O)([O-])O.[Na+], predict the reaction product. The product is: [CH3:27][O:29][CH2:30][O:3][C@@H:2]([CH3:4])[C:1]([O:6][CH3:7])=[O:5]. (3) The product is: [CH2:14]([O:16][C:17](=[O:36])[CH2:18][C:19]1[CH:20]=[C:21]([C:2]2[CH:9]=[CH:8][C:7]([C:10]([F:13])([F:12])[F:11])=[CH:6][C:3]=2[C:4]#[N:5])[C:22]([O:25][CH3:26])=[CH:23][CH:24]=1)[CH3:15]. Given the reactants Br[C:2]1[CH:9]=[CH:8][C:7]([C:10]([F:13])([F:12])[F:11])=[CH:6][C:3]=1[C:4]#[N:5].[CH2:14]([O:16][C:17](=[O:36])[CH2:18][C:19]1[CH:24]=[CH:23][C:22]([O:25][CH3:26])=[C:21](B2OC(C)(C)C(C)(C)O2)[CH:20]=1)[CH3:15].C(=O)([O-])[O-].[K+].[K+], predict the reaction product. (4) Given the reactants [CH3:1][S:2][C:3]1[N:8]=[CH:7][C:6]([C:9]2[S:10][C:11]3[CH:19]=[CH:18][CH:17]=[CH:16][C:12]=3[C:13](=[O:15])[N:14]=2)=[CH:5][CH:4]=1.ClC1C=CC=C(C(OO)=[O:28])C=1, predict the reaction product. The product is: [CH3:1][S:2]([C:3]1[N:8]=[CH:7][C:6]([C:9]2[S:10][C:11]3[CH:19]=[CH:18][CH:17]=[CH:16][C:12]=3[C:13](=[O:15])[N:14]=2)=[CH:5][CH:4]=1)=[O:28]. (5) Given the reactants [Br:1][C:2]1[CH:3]=[C:4]([S:11]([O-:14])(=O)=[O:12])[CH:5]=[C:6]([N+:8]([O-:10])=[O:9])[CH:7]=1.[Na+].P(Cl)(Cl)([Cl:18])=O.P(Cl)(Cl)(Cl)(Cl)Cl, predict the reaction product. The product is: [Br:1][C:2]1[CH:3]=[C:4]([S:11]([Cl:18])(=[O:14])=[O:12])[CH:5]=[C:6]([N+:8]([O-:10])=[O:9])[CH:7]=1.